This data is from HIV replication inhibition screening data with 41,000+ compounds from the AIDS Antiviral Screen. The task is: Binary Classification. Given a drug SMILES string, predict its activity (active/inactive) in a high-throughput screening assay against a specified biological target. (1) The compound is COc1cccc(CN2CC(C)N(N=Cc3c4c(O)c5c(O)c(C)c6c(c5c3O)C(=O)C(C)(OC=CC(OC)C(C)C(OC(C)=O)C(C)C(O)C(C)C(O)C(C)C=CC=C(C)C(=O)N4)O6)C(C)C2)c1. The result is 0 (inactive). (2) The result is 0 (inactive). The molecule is CC(C)C(C=Cc1ccc(Cl)cc1)=NNC(=S)NN.